Dataset: Full USPTO retrosynthesis dataset with 1.9M reactions from patents (1976-2016). Task: Predict the reactants needed to synthesize the given product. The reactants are: Br[C:2]1[N:7]=[CH:6][C:5]([C:8]2([C:16]#[N:17])[CH2:13][CH2:12][C:11]([F:15])([F:14])[CH2:10][CH2:9]2)=[CH:4][CH:3]=1.C([Sn](CCCC)(CCCC)[C:23]([O:25]CC)=[CH2:24])CCC.Cl.C(=O)([O-])[O-].[K+].[K+].[F-].[K+]. Given the product [C:23]([C:2]1[N:7]=[CH:6][C:5]([C:8]2([C:16]#[N:17])[CH2:13][CH2:12][C:11]([F:15])([F:14])[CH2:10][CH2:9]2)=[CH:4][CH:3]=1)(=[O:25])[CH3:24], predict the reactants needed to synthesize it.